From a dataset of Full USPTO retrosynthesis dataset with 1.9M reactions from patents (1976-2016). Predict the reactants needed to synthesize the given product. (1) Given the product [CH3:1][S:2]([C:5]1[CH:6]=[CH:7][C:8](/[C:11](=[C:12](\[C:17]2[CH:18]=[CH:19][CH:20]=[CH:21][CH:22]=2)/[CH2:13][OH:16])/[CH2:15][OH:14])=[CH:9][CH:10]=1)(=[O:3])=[O:4], predict the reactants needed to synthesize it. The reactants are: [CH3:1][S:2]([C:5]1[CH:10]=[CH:9][C:8]([C:11]2[CH2:15][O:14][C:13](=[O:16])[C:12]=2[C:17]2[CH:22]=[CH:21][CH:20]=[CH:19][CH:18]=2)=[CH:7][CH:6]=1)(=[O:4])=[O:3].CC(C[AlH]CC(C)C)C.[OH-].[Na+]. (2) Given the product [Br:36][C:35]1[C:27]([S:26][C:5]2[N:6]([CH2:11][CH2:12][CH:13]3[CH2:18][CH2:17][CH2:16][NH:15][CH2:14]3)[C:7]3[C:3]([N:4]=2)=[C:2]([NH2:1])[N:10]=[CH:9][N:8]=3)=[CH:28][C:29]2[O:33][CH2:32][O:31][C:30]=2[CH:34]=1, predict the reactants needed to synthesize it. The reactants are: [NH2:1][C:2]1[N:10]=[CH:9][N:8]=[C:7]2[C:3]=1[N:4]=[C:5]([S:26][C:27]1[C:35]([Br:36])=[CH:34][C:30]3[O:31][CH2:32][O:33][C:29]=3[CH:28]=1)[N:6]2[CH2:11][CH2:12][CH:13]1[CH2:18][CH2:17][CH2:16][N:15](C(OC(C)(C)C)=O)[CH2:14]1.Cl. (3) Given the product [Cl:14][C:15]1[CH:16]=[C:17]([CH:21]=[CH:22][C:23]=1[Cl:24])[CH2:18][CH:2]1[C:9]2[CH:8]=[C:7]([C:10]([O:12][CH3:13])=[O:11])[NH:6][C:5]=2[CH2:4][CH2:3]1, predict the reactants needed to synthesize it. The reactants are: O=[C:2]1[C:9]2[CH:8]=[C:7]([C:10]([O:12][CH3:13])=[O:11])[NH:6][C:5]=2[CH2:4][CH2:3]1.[Cl:14][C:15]1[CH:16]=[C:17]([CH:21]=[CH:22][C:23]=1[Cl:24])[CH2:18][Mg]Cl.ClC1C=C(C=C(F)C=1)/C=C1\CCC2NC(C(OC)=O)=CC\1=2. (4) Given the product [Cl:13][C:14]1[CH:15]=[C:16]([CH:17]=[CH:18][CH:19]=1)[CH2:20][CH:21]([CH:8]([C:5]1[CH:4]=[CH:3][C:2]([F:1])=[CH:7][CH:6]=1)[CH2:9][N+:10]([O-:12])=[O:11])[CH:22]=[O:23], predict the reactants needed to synthesize it. The reactants are: [F:1][C:2]1[CH:7]=[CH:6][C:5](/[CH:8]=[CH:9]/[N+:10]([O-:12])=[O:11])=[CH:4][CH:3]=1.[Cl:13][C:14]1[CH:15]=[C:16]([CH2:20][CH2:21][CH:22]=[O:23])[CH:17]=[CH:18][CH:19]=1.C(N(CC)CC)C. (5) The reactants are: [F:1][C:2]1[CH:3]=[C:4]([C:8]2[C:17]3[C:12](=[CH:13][CH:14]=[C:15]([O:18][CH3:19])[CH:16]=3)[NH:11][C:10](=[O:20])[C:9]=2[C:21]#[N:22])[CH:5]=[CH:6][CH:7]=1.[H-].[Na+].[CH2:25](I)[CH:26]=[CH2:27]. Given the product [CH2:27]([O:20][C:10]1[C:9]([C:21]#[N:22])=[C:8]([C:4]2[CH:5]=[CH:6][CH:7]=[C:2]([F:1])[CH:3]=2)[C:17]2[C:12](=[CH:13][CH:14]=[C:15]([O:18][CH3:19])[CH:16]=2)[N:11]=1)[CH:26]=[CH2:25], predict the reactants needed to synthesize it. (6) The reactants are: [N:1]([C@@H:4]1[CH2:9][CH2:8][CH2:7][CH2:6][C@@H:5]1[CH3:10])=[N+]=[N-].[C:11]1(=[O:15])[CH2:14][CH2:13][CH2:12]1. Given the product [CH3:10][C@H:5]1[CH2:6][CH2:7][CH2:8][CH2:9][C@H:4]1[N:1]1[CH2:14][CH2:13][CH2:12][C:11]1=[O:15], predict the reactants needed to synthesize it. (7) Given the product [Cl:34][C:35]1[CH:40]=[CH:39][C:38]([CH2:41][C:42]([N:16]2[C:17]3[CH:24]=[CH:23][CH:22]=[CH:21][C:18]=3[CH2:19][N:20]3[C:11]([C:9]([NH:8][CH2:7][C:3]4[CH:2]=[N:1][CH:6]=[CH:5][CH:4]=4)=[O:10])=[CH:12][CH:13]=[C:14]3[CH2:15]2)=[O:43])=[CH:37][CH:36]=1, predict the reactants needed to synthesize it. The reactants are: [N:1]1[CH:6]=[CH:5][CH:4]=[C:3]([CH2:7][NH:8][C:9]([C:11]2[N:20]3[C:14]([CH2:15][NH:16][C:17]4[CH:24]=[CH:23][CH:22]=[CH:21][C:18]=4[CH2:19]3)=[CH:13][CH:12]=2)=[O:10])[CH:2]=1.C(N(CC)C(C)C)(C)C.[Cl:34][C:35]1[CH:40]=[CH:39][C:38]([CH2:41][C:42](Cl)=[O:43])=[CH:37][CH:36]=1. (8) Given the product [CH2:1]([C@H:8]1[CH2:13][CH2:12][N:11]([CH2:14][CH2:15][S:16]([C:19]2[CH:24]=[CH:23][C:22]([O:25][C:26](=[O:35])[C:27]3[CH:32]=[CH:31][C:30]([CH2:33][N:44]4[CH2:49][CH2:48][O:47][CH2:46][CH2:45]4)=[CH:29][CH:28]=3)=[CH:21][CH:20]=2)(=[O:18])=[O:17])[CH2:10][C@H:9]1[OH:36])[C:2]1[CH:7]=[CH:6][CH:5]=[CH:4][CH:3]=1, predict the reactants needed to synthesize it. The reactants are: [CH2:1]([C@H:8]1[CH2:13][CH2:12][N:11]([CH2:14][CH2:15][S:16]([C:19]2[CH:24]=[CH:23][C:22]([O:25][C:26](=[O:35])[C:27]3[CH:32]=[CH:31][C:30]([CH2:33]Cl)=[CH:29][CH:28]=3)=[CH:21][CH:20]=2)(=[O:18])=[O:17])[CH2:10][C@H:9]1[OH:36])[C:2]1[CH:7]=[CH:6][CH:5]=[CH:4][CH:3]=1.CCN(CC)CC.[NH:44]1[CH2:49][CH2:48][O:47][CH2:46][CH2:45]1. (9) Given the product [I:1][C:2]1[CH:3]=[CH:4][C:5]2[CH:19]3[CH2:18][CH:17]([CH2:20]3)[C:8]3[N:9]([CH2:31][C:32]4[C:40]5[C:35](=[CH:36][CH:37]=[CH:38][CH:39]=5)[N:34]([CH3:41])[N:33]=4)[C:10]([C:12]([O:14][CH2:15][CH3:16])=[O:13])=[N:11][C:7]=3[C:6]=2[CH:21]=1, predict the reactants needed to synthesize it. The reactants are: [I:1][C:2]1[CH:3]=[CH:4][C:5]2[CH:19]3[CH2:20][CH:17]([CH2:18]3)[C:8]3[NH:9][C:10]([C:12]([O:14][CH2:15][CH3:16])=[O:13])=[N:11][C:7]=3[C:6]=2[CH:21]=1.C(=O)([O-])[O-].[K+].[K+].[I-].[Na+].Cl[CH2:31][C:32]1[C:40]2[C:35](=[CH:36][CH:37]=[CH:38][CH:39]=2)[N:34]([CH3:41])[N:33]=1. (10) Given the product [CH3:22][NH:21][C:17]1[CH:16]=[C:15]([C:10]2[CH:9]=[C:8]([NH:7][CH:5]3[CH2:6][N:3]([C:23](=[O:28])/[CH:24]=[CH:25]/[CH2:26][CH3:27])[CH2:4]3)[C:13](=[O:14])[NH:12][CH:11]=2)[CH:20]=[CH:19][N:18]=1, predict the reactants needed to synthesize it. The reactants are: Br.Br.[NH:3]1[CH2:6][CH:5]([NH:7][C:8]2[C:13](=[O:14])[NH:12][CH:11]=[C:10]([C:15]3[CH:20]=[CH:19][N:18]=[C:17]([NH:21][CH3:22])[CH:16]=3)[CH:9]=2)[CH2:4]1.[C:23](O)(=[O:28])/[CH:24]=[CH:25]/[CH2:26][CH3:27].CN(C(ON1N=NC2C=CC=NC1=2)=[N+](C)C)C.F[P-](F)(F)(F)(F)F.CCN(C(C)C)C(C)C.